Dataset: NCI-60 drug combinations with 297,098 pairs across 59 cell lines. Task: Regression. Given two drug SMILES strings and cell line genomic features, predict the synergy score measuring deviation from expected non-interaction effect. (1) Cell line: ACHN. Drug 1: COC1=CC(=CC(=C1O)OC)C2C3C(COC3=O)C(C4=CC5=C(C=C24)OCO5)OC6C(C(C7C(O6)COC(O7)C8=CC=CS8)O)O. Drug 2: C1=NC2=C(N=C(N=C2N1C3C(C(C(O3)CO)O)F)Cl)N. Synergy scores: CSS=66.8, Synergy_ZIP=0.831, Synergy_Bliss=1.71, Synergy_Loewe=-1.18, Synergy_HSA=6.54. (2) Cell line: SNB-19. Drug 1: C1=CN(C=N1)CC(O)(P(=O)(O)O)P(=O)(O)O. Drug 2: CC1C(C(CC(O1)OC2CC(CC3=C2C(=C4C(=C3O)C(=O)C5=CC=CC=C5C4=O)O)(C(=O)C)O)N)O. Synergy scores: CSS=34.4, Synergy_ZIP=-0.613, Synergy_Bliss=-1.63, Synergy_Loewe=-20.0, Synergy_HSA=-1.11. (3) Drug 1: CC1CC2CCC3C(=C)CC(O3)CCC45CC6C(O4)C7C(O6)C(O5)C8C(O7)CCC(O8)CC(=O)CC9C(CC(C1=C)O2)OC(C9OC)CC(CN)O.CS(=O)(=O)O. Drug 2: CC1C(C(CC(O1)OC2CC(CC3=C2C(=C4C(=C3O)C(=O)C5=C(C4=O)C(=CC=C5)OC)O)(C(=O)CO)O)N)O.Cl. Cell line: SW-620. Synergy scores: CSS=39.4, Synergy_ZIP=-9.89, Synergy_Bliss=-10.6, Synergy_Loewe=-4.19, Synergy_HSA=-3.27. (4) Drug 1: CN1C(=O)N2C=NC(=C2N=N1)C(=O)N. Drug 2: C#CCC(CC1=CN=C2C(=N1)C(=NC(=N2)N)N)C3=CC=C(C=C3)C(=O)NC(CCC(=O)O)C(=O)O. Cell line: SF-539. Synergy scores: CSS=55.2, Synergy_ZIP=-1.54, Synergy_Bliss=-1.75, Synergy_Loewe=0.313, Synergy_HSA=1.68. (5) Drug 1: C1CN1C2=NC(=NC(=N2)N3CC3)N4CC4. Drug 2: C1CCN(CC1)CCOC2=CC=C(C=C2)C(=O)C3=C(SC4=C3C=CC(=C4)O)C5=CC=C(C=C5)O. Cell line: KM12. Synergy scores: CSS=17.6, Synergy_ZIP=1.41, Synergy_Bliss=6.14, Synergy_Loewe=0.596, Synergy_HSA=2.20. (6) Drug 1: CC1=C2C(C(=O)C3(C(CC4C(C3C(C(C2(C)C)(CC1OC(=O)C(C(C5=CC=CC=C5)NC(=O)OC(C)(C)C)O)O)OC(=O)C6=CC=CC=C6)(CO4)OC(=O)C)OC)C)OC. Drug 2: B(C(CC(C)C)NC(=O)C(CC1=CC=CC=C1)NC(=O)C2=NC=CN=C2)(O)O. Cell line: HS 578T. Synergy scores: CSS=39.2, Synergy_ZIP=2.96, Synergy_Bliss=1.17, Synergy_Loewe=-9.38, Synergy_HSA=0.796. (7) Drug 1: CC(C1=C(C=CC(=C1Cl)F)Cl)OC2=C(N=CC(=C2)C3=CN(N=C3)C4CCNCC4)N. Drug 2: C1=NC2=C(N1)C(=S)N=C(N2)N. Cell line: NCI-H522. Synergy scores: CSS=29.3, Synergy_ZIP=3.09, Synergy_Bliss=4.89, Synergy_Loewe=0.301, Synergy_HSA=4.77. (8) Drug 1: CCC(=C(C1=CC=CC=C1)C2=CC=C(C=C2)OCCN(C)C)C3=CC=CC=C3.C(C(=O)O)C(CC(=O)O)(C(=O)O)O. Drug 2: CS(=O)(=O)CCNCC1=CC=C(O1)C2=CC3=C(C=C2)N=CN=C3NC4=CC(=C(C=C4)OCC5=CC(=CC=C5)F)Cl. Cell line: OVCAR-5. Synergy scores: CSS=7.77, Synergy_ZIP=-2.74, Synergy_Bliss=-3.75, Synergy_Loewe=-2.78, Synergy_HSA=-1.97. (9) Drug 1: C1=CC(=CC=C1C#N)C(C2=CC=C(C=C2)C#N)N3C=NC=N3. Drug 2: CCC(=C(C1=CC=CC=C1)C2=CC=C(C=C2)OCCN(C)C)C3=CC=CC=C3.C(C(=O)O)C(CC(=O)O)(C(=O)O)O. Cell line: PC-3. Synergy scores: CSS=0.869, Synergy_ZIP=-0.922, Synergy_Bliss=-0.726, Synergy_Loewe=-2.89, Synergy_HSA=-2.82.